Dataset: Forward reaction prediction with 1.9M reactions from USPTO patents (1976-2016). Task: Predict the product of the given reaction. (1) Given the reactants [CH2:1]([O:8][N:9]1[C@H:13]([CH:14]([CH3:16])[CH3:15])[CH2:12][C@@H:11]([NH:17][S:18]([C:21]2[CH:26]=[CH:25][C:24]([C:27]3[CH:32]=[CH:31][C:30]([C:33]([F:36])([F:35])[F:34])=[CH:29][CH:28]=3)=[CH:23][CH:22]=2)(=[O:20])=[O:19])[C:10]1=[O:37])[C:2]1[CH:7]=[CH:6][CH:5]=[CH:4][CH:3]=1.I[CH2:39][CH2:40][CH3:41].C(=O)([O-])[O-].[Cs+].[Cs+], predict the reaction product. The product is: [CH2:1]([O:8][N:9]1[C@H:13]([CH:14]([CH3:16])[CH3:15])[CH2:12][C@@H:11]([N:17]([CH2:39][CH2:40][CH3:41])[S:18]([C:21]2[CH:26]=[CH:25][C:24]([C:27]3[CH:28]=[CH:29][C:30]([C:33]([F:34])([F:35])[F:36])=[CH:31][CH:32]=3)=[CH:23][CH:22]=2)(=[O:20])=[O:19])[C:10]1=[O:37])[C:2]1[CH:7]=[CH:6][CH:5]=[CH:4][CH:3]=1. (2) Given the reactants [C:1]1(=O)[O:6][C:4](=[O:5])[CH:3]=[CH:2]1.[NH2:8][CH2:9][CH2:10][CH2:11][CH2:12][CH2:13][C:14]([OH:16])=[O:15].C1(C)C=CC=CC=1, predict the reaction product. The product is: [C:1]1(=[O:6])[N:8]([CH2:9][CH2:10][CH2:11][CH2:12][CH2:13][C:14]([OH:16])=[O:15])[C:4](=[O:5])[CH:3]=[CH:2]1.